This data is from hERG Central: cardiac toxicity at 1µM, 10µM, and general inhibition. The task is: Predict hERG channel inhibition at various concentrations. (1) The molecule is O=C(Nc1ccc(OC(F)(F)F)cc1)c1ccc(S(=O)(=O)N2CCOCC2)o1. Results: hERG_inhib (hERG inhibition (general)): blocker. (2) The drug is CCN(CC)CCNC(C(=O)Nc1cccc(C(C)=O)c1)c1ccccc1.O=C(O)C(=O)O. Results: hERG_inhib (hERG inhibition (general)): blocker. (3) The compound is Cc1cc(C)cc(NC(=O)CSc2ccc(-c3cccs3)nn2)c1. Results: hERG_inhib (hERG inhibition (general)): blocker. (4) The molecule is COc1ccc(CCN(C)CC(O)COc2c(C)ccc(C)c2C)cc1OC. Results: hERG_inhib (hERG inhibition (general)): blocker. (5) The drug is Cl.OC(COCc1ccc2c(c1)OCO2)CN1CCC(Cc2ccccc2)CC1. Results: hERG_inhib (hERG inhibition (general)): blocker. (6) The compound is CC1(C)Cc2c(cnn2-c2cccc(F)c2)C(NC(=O)CSc2ccncc2)C1. Results: hERG_inhib (hERG inhibition (general)): blocker.